Task: Predict the reactants needed to synthesize the given product.. Dataset: Full USPTO retrosynthesis dataset with 1.9M reactions from patents (1976-2016) (1) Given the product [CH:1]1([N:6]2[CH2:12][C:11]([CH2:14][CH3:15])([F:13])[C:10](=[O:16])[N:9]([CH3:17])[C:8]3[CH:18]=[N:19][C:20]([NH:22][C:23]4[CH:31]=[CH:30][C:26]([C:27]([NH:65][CH:62]5[CH2:63][CH2:64][N:59]([CH3:58])[CH2:60][CH2:61]5)=[O:28])=[CH:25][C:24]=4[O:32][CH3:33])=[N:21][C:7]2=3)[CH2:2][CH2:3][CH2:4][CH2:5]1, predict the reactants needed to synthesize it. The reactants are: [CH:1]1([N:6]2[CH2:12][C:11]([CH2:14][CH3:15])([F:13])[C:10](=[O:16])[N:9]([CH3:17])[C:8]3[CH:18]=[N:19][C:20]([NH:22][C:23]4[CH:31]=[CH:30][C:26]([C:27](O)=[O:28])=[CH:25][C:24]=4[O:32][CH3:33])=[N:21][C:7]2=3)[CH2:5][CH2:4][CH2:3][CH2:2]1.CN(C(ON1N=NC2C=CC=NC1=2)=[N+](C)C)C.F[P-](F)(F)(F)(F)F.[CH3:58][N:59]1[CH2:64][CH2:63][CH:62]([NH2:65])[CH2:61][CH2:60]1. (2) Given the product [F:57][C:54]1[CH:55]=[CH:56][C:47]([CH2:44][C:43]([O:42][C:38]([CH3:41])([CH3:40])[CH3:39])=[O:45])=[C:48]2[C:53]=1[CH:52]=[N:51][CH:50]=[CH:49]2, predict the reactants needed to synthesize it. The reactants are: C(N)(C)C.[Li]CCCC.C1(P(C2CCCCC2)C2C=CC=CC=2C2C(N(C)C)=CC=CC=2)CCCCC1.[C:38]([O:42][C:43](=[O:45])[CH3:44])([CH3:41])([CH3:40])[CH3:39].Br[C:47]1[CH:56]=[CH:55][C:54]([F:57])=[C:53]2[C:48]=1[CH:49]=[CH:50][N:51]=[CH:52]2.